This data is from NCI-60 drug combinations with 297,098 pairs across 59 cell lines. The task is: Regression. Given two drug SMILES strings and cell line genomic features, predict the synergy score measuring deviation from expected non-interaction effect. (1) Drug 1: C(=O)(N)NO. Drug 2: CC1CCC2CC(C(=CC=CC=CC(CC(C(=O)C(C(C(=CC(C(=O)CC(OC(=O)C3CCCCN3C(=O)C(=O)C1(O2)O)C(C)CC4CCC(C(C4)OC)O)C)C)O)OC)C)C)C)OC. Cell line: K-562. Synergy scores: CSS=0.172, Synergy_ZIP=-0.915, Synergy_Bliss=-3.89, Synergy_Loewe=-5.32, Synergy_HSA=-4.88. (2) Synergy scores: CSS=71.8, Synergy_ZIP=7.01, Synergy_Bliss=4.81, Synergy_Loewe=-13.5, Synergy_HSA=2.47. Cell line: OVCAR3. Drug 1: CC1=C2C(C(=O)C3(C(CC4C(C3C(C(C2(C)C)(CC1OC(=O)C(C(C5=CC=CC=C5)NC(=O)C6=CC=CC=C6)O)O)OC(=O)C7=CC=CC=C7)(CO4)OC(=O)C)O)C)OC(=O)C. Drug 2: C#CCC(CC1=CN=C2C(=N1)C(=NC(=N2)N)N)C3=CC=C(C=C3)C(=O)NC(CCC(=O)O)C(=O)O. (3) Drug 1: CCC1=CC2CC(C3=C(CN(C2)C1)C4=CC=CC=C4N3)(C5=C(C=C6C(=C5)C78CCN9C7C(C=CC9)(C(C(C8N6C)(C(=O)OC)O)OC(=O)C)CC)OC)C(=O)OC.C(C(C(=O)O)O)(C(=O)O)O. Drug 2: B(C(CC(C)C)NC(=O)C(CC1=CC=CC=C1)NC(=O)C2=NC=CN=C2)(O)O. Cell line: K-562. Synergy scores: CSS=62.7, Synergy_ZIP=-2.02, Synergy_Bliss=-6.42, Synergy_Loewe=-6.00, Synergy_HSA=-5.94. (4) Drug 1: C1=CC=C(C=C1)NC(=O)CCCCCCC(=O)NO. Drug 2: CCC1=C2N=C(C=C(N2N=C1)NCC3=C[N+](=CC=C3)[O-])N4CCCCC4CCO. Cell line: SW-620. Synergy scores: CSS=60.0, Synergy_ZIP=1.23, Synergy_Bliss=0.220, Synergy_Loewe=-14.3, Synergy_HSA=-0.748. (5) Drug 1: CC1CCC2CC(C(=CC=CC=CC(CC(C(=O)C(C(C(=CC(C(=O)CC(OC(=O)C3CCCCN3C(=O)C(=O)C1(O2)O)C(C)CC4CCC(C(C4)OC)O)C)C)O)OC)C)C)C)OC. Drug 2: C1CN(P(=O)(OC1)NCCCl)CCCl. Cell line: UACC62. Synergy scores: CSS=6.73, Synergy_ZIP=1.53, Synergy_Bliss=3.99, Synergy_Loewe=3.23, Synergy_HSA=2.63. (6) Synergy scores: CSS=20.0, Synergy_ZIP=-4.36, Synergy_Bliss=0.486, Synergy_Loewe=-10.2, Synergy_HSA=-1.20. Cell line: HCT116. Drug 2: CCCS(=O)(=O)NC1=C(C(=C(C=C1)F)C(=O)C2=CNC3=C2C=C(C=N3)C4=CC=C(C=C4)Cl)F. Drug 1: CC(C1=C(C=CC(=C1Cl)F)Cl)OC2=C(N=CC(=C2)C3=CN(N=C3)C4CCNCC4)N. (7) Drug 1: CC1=C(N=C(N=C1N)C(CC(=O)N)NCC(C(=O)N)N)C(=O)NC(C(C2=CN=CN2)OC3C(C(C(C(O3)CO)O)O)OC4C(C(C(C(O4)CO)O)OC(=O)N)O)C(=O)NC(C)C(C(C)C(=O)NC(C(C)O)C(=O)NCCC5=NC(=CS5)C6=NC(=CS6)C(=O)NCCC[S+](C)C)O. Drug 2: CC12CCC3C(C1CCC2OP(=O)(O)O)CCC4=C3C=CC(=C4)OC(=O)N(CCCl)CCCl.[Na+]. Cell line: SNB-19. Synergy scores: CSS=18.9, Synergy_ZIP=0.197, Synergy_Bliss=5.49, Synergy_Loewe=-3.14, Synergy_HSA=4.76. (8) Drug 1: C1=CC(=CC=C1C#N)C(C2=CC=C(C=C2)C#N)N3C=NC=N3. Drug 2: CS(=O)(=O)CCNCC1=CC=C(O1)C2=CC3=C(C=C2)N=CN=C3NC4=CC(=C(C=C4)OCC5=CC(=CC=C5)F)Cl. Cell line: PC-3. Synergy scores: CSS=-6.18, Synergy_ZIP=2.79, Synergy_Bliss=1.68, Synergy_Loewe=-6.69, Synergy_HSA=-6.66. (9) Drug 1: CCC1(CC2CC(C3=C(CCN(C2)C1)C4=CC=CC=C4N3)(C5=C(C=C6C(=C5)C78CCN9C7C(C=CC9)(C(C(C8N6C=O)(C(=O)OC)O)OC(=O)C)CC)OC)C(=O)OC)O.OS(=O)(=O)O. Drug 2: C(CN)CNCCSP(=O)(O)O. Cell line: EKVX. Synergy scores: CSS=3.23, Synergy_ZIP=-1.40, Synergy_Bliss=-2.31, Synergy_Loewe=-1.67, Synergy_HSA=-2.75. (10) Drug 1: CC1C(C(CC(O1)OC2CC(OC(C2O)C)OC3=CC4=CC5=C(C(=O)C(C(C5)C(C(=O)C(C(C)O)O)OC)OC6CC(C(C(O6)C)O)OC7CC(C(C(O7)C)O)OC8CC(C(C(O8)C)O)(C)O)C(=C4C(=C3C)O)O)O)O. Drug 2: CC1=C(N=C(N=C1N)C(CC(=O)N)NCC(C(=O)N)N)C(=O)NC(C(C2=CN=CN2)OC3C(C(C(C(O3)CO)O)O)OC4C(C(C(C(O4)CO)O)OC(=O)N)O)C(=O)NC(C)C(C(C)C(=O)NC(C(C)O)C(=O)NCCC5=NC(=CS5)C6=NC(=CS6)C(=O)NCCC[S+](C)C)O. Cell line: SF-268. Synergy scores: CSS=56.8, Synergy_ZIP=3.21, Synergy_Bliss=3.77, Synergy_Loewe=5.41, Synergy_HSA=6.30.